From a dataset of Full USPTO retrosynthesis dataset with 1.9M reactions from patents (1976-2016). Predict the reactants needed to synthesize the given product. Given the product [CH3:13][O:14][C:15]1[CH:16]=[C:17]([CH2:23][CH2:24][NH:25][C:10](=[O:12])[CH2:9][CH2:8][C:5]2[CH:4]=[CH:3][C:2]([F:1])=[CH:7][CH:6]=2)[CH:18]=[CH:19][C:20]=1[O:21][CH3:22], predict the reactants needed to synthesize it. The reactants are: [F:1][C:2]1[CH:7]=[CH:6][C:5]([CH2:8][CH2:9][C:10]([OH:12])=O)=[CH:4][CH:3]=1.[CH3:13][O:14][C:15]1[CH:16]=[C:17]([CH2:23][CH2:24][NH2:25])[CH:18]=[CH:19][C:20]=1[O:21][CH3:22].